Dataset: Catalyst prediction with 721,799 reactions and 888 catalyst types from USPTO. Task: Predict which catalyst facilitates the given reaction. (1) The catalyst class is: 165. Product: [ClH:39].[NH2:30][C:26]1([C:23]2[CH:24]=[CH:25][C:20]([C:12]3[O:11][C:9]4[N:10]=[C:5]([NH:4][CH2:3][CH2:2][OH:1])[N:6]=[C:7]([CH3:38])[C:8]=4[C:13]=3[C:14]3[CH:15]=[CH:16][CH:17]=[CH:18][CH:19]=3)=[CH:21][CH:22]=2)[CH2:27][CH2:28][CH2:29]1. Reactant: [OH:1][CH2:2][CH2:3][NH:4][C:5]1[N:6]=[C:7]([CH3:38])[C:8]2[C:13]([C:14]3[CH:19]=[CH:18][CH:17]=[CH:16][CH:15]=3)=[C:12]([C:20]3[CH:25]=[CH:24][C:23]([C:26]4([NH:30]C(=O)OC(C)(C)C)[CH2:29][CH2:28][CH2:27]4)=[CH:22][CH:21]=3)[O:11][C:9]=2[N:10]=1.[ClH:39].O1CCOCC1. (2) Product: [CH3:20]/[C:19](/[CH2:21][CH2:22][CH:23]=[C:24]([CH3:26])[CH3:25])=[CH:18]\[CH2:17][CH2:10][C:8](=[O:9])[CH2:7][C:6]([O:5][CH2:3][CH3:4])=[O:11]. Reactant: [H-].[Na+].[CH2:3]([O:5][C:6](=[O:11])[CH2:7][C:8]([CH3:10])=[O:9])[CH3:4].[Li]CCCC.[CH2:17](Br)/[CH:18]=[C:19](/[CH2:21][CH2:22][CH:23]=[C:24]([CH3:26])[CH3:25])\[CH3:20]. The catalyst class is: 598. (3) Reactant: Cl.[NH:2]1[CH2:7][CH2:6][CH:5]([N:8]2[N:12]=[C:11]([CH2:13][O:14][C:15]3[CH:16]=[CH:17][C:18]([N:21]4[CH:25]=[N:24][N:23]=[N:22]4)=[N:19][CH:20]=3)[CH:10]=[N:9]2)[CH2:4][CH2:3]1.C(N(CC)CC)C.[CH3:33][C:34]1[S:35][C:36]([S:40](Cl)(=[O:42])=[O:41])=[C:37]([CH3:39])[N:38]=1. Product: [N:21]1([C:18]2[N:19]=[CH:20][C:15]([O:14][CH2:13][C:11]3[CH:10]=[N:9][N:8]([CH:5]4[CH2:4][CH2:3][N:2]([S:40]([C:36]5[S:35][C:34]([CH3:33])=[N:38][C:37]=5[CH3:39])(=[O:42])=[O:41])[CH2:7][CH2:6]4)[N:12]=3)=[CH:16][CH:17]=2)[CH:25]=[N:24][N:23]=[N:22]1. The catalyst class is: 4. (4) Reactant: Br[CH2:2][C:3]1[N:13]=[CH:12][CH:11]=[CH:10][C:4]=1[C:5]([O:7]CC)=O.[CH3:14][O:15][C:16](=[O:33])[C@H:17]([C@H:26]1[CH2:31][CH2:30][C@H:29]([NH2:32])[CH2:28][CH2:27]1)[NH:18][C:19]([O:21][C:22]([CH3:25])([CH3:24])[CH3:23])=[O:20].C(=O)([O-])[O-].[K+].[K+].CO. Product: [CH3:14][O:15][C:16](=[O:33])[C@@H:17]([NH:18][C:19]([O:21][C:22]([CH3:24])([CH3:23])[CH3:25])=[O:20])[C@H:26]1[CH2:27][CH2:28][C@H:29]([N:32]2[C:5](=[O:7])[C:4]3[C:3](=[N:13][CH:12]=[CH:11][CH:10]=3)[CH2:2]2)[CH2:30][CH2:31]1. The catalyst class is: 266.